Dataset: Catalyst prediction with 721,799 reactions and 888 catalyst types from USPTO. Task: Predict which catalyst facilitates the given reaction. (1) Reactant: FC(F)(F)[C:3]1[CH:4]=[C:5]([CH:44]=[C:45]([C:47]([F:50])([F:49])[F:48])[CH:46]=1)[CH2:6][N:7]([CH2:20][C:21]1[CH:26]=[C:25]([C:27]([F:30])([F:29])[F:28])[CH:24]=[CH:23][C:22]=1[N:31]([CH2:42][CH3:43])[C:32](=[O:41])[NH:33][C@@H:34]([CH2:39]O)[C:35]([O:37][CH3:38])=[O:36])[C:8]1[N:13]=[CH:12][C:11]([N:14]2[CH2:19][CH2:18][O:17][CH2:16][CH2:15]2)=[CH:10][N:9]=1.N1C=CC=CC=1.[F:69][C:68]([F:71])([F:70])S(OS([C:68]([F:71])([F:70])[F:69])(=O)=O)(=O)=O.C(=O)(O)[O-].[Na+]. Product: [F:71][C:68]([F:69])([F:70])[C:3]1[CH:4]=[C:5]([CH:44]=[C:45]([C:47]([F:50])([F:49])[F:48])[CH:46]=1)[CH2:6][N:7]([CH2:20][C:21]1[CH:26]=[C:25]([C:27]([F:30])([F:29])[F:28])[CH:24]=[CH:23][C:22]=1[N:31]([CH2:42][CH3:43])[C:32]1[O:41][CH2:39][C@@H:34]([C:35]([O:37][CH3:38])=[O:36])[N:33]=1)[C:8]1[N:9]=[CH:10][C:11]([N:14]2[CH2:15][CH2:16][O:17][CH2:18][CH2:19]2)=[CH:12][N:13]=1. The catalyst class is: 124. (2) Reactant: [NH2:1][C:2]1[N:3]=[C:4]2[CH:9]=[CH:8][C:7]([O:10][C:11]3[CH:12]=[C:13]([NH:17][C:18](=[O:29])[C:19]4[CH:24]=[CH:23][CH:22]=[C:21]([C:25]([F:28])([F:27])[F:26])[CH:20]=4)[CH:14]=[CH:15][CH:16]=3)=[N:6][N:5]2[CH:30]=1.[C:31](Cl)(=[O:34])[O:32][CH3:33].C(N(CC)CC)C. Product: [F:26][C:25]([F:28])([F:27])[C:21]1[CH:20]=[C:19]([CH:24]=[CH:23][CH:22]=1)[C:18]([NH:17][C:13]1[CH:12]=[C:11]([CH:16]=[CH:15][CH:14]=1)[O:10][C:7]1[CH:8]=[CH:9][C:4]2[N:5]([CH:30]=[C:2]([NH:1][C:31](=[O:34])[O:32][CH3:33])[N:3]=2)[N:6]=1)=[O:29]. The catalyst class is: 7. (3) Product: [F:35][C:36]1[CH:43]=[CH:42][C:39]([CH2:40][N:13]2[N:14]=[C:15]([C:16]3[CH:17]=[CH:18][CH:19]=[CH:20][CH:21]=3)[C:11]3([CH2:10][CH2:9][NH:8][CH2:24][CH2:23]3)[C:12]2=[O:22])=[CH:38][CH:37]=1. The catalyst class is: 1. Reactant: C(OC([N:8]1[CH2:24][CH2:23][C:11]2([C:15]([C:16]3[CH:21]=[CH:20][CH:19]=[CH:18][CH:17]=3)=[N:14][NH:13][C:12]2=[O:22])[CH2:10][CH2:9]1)=O)(C)(C)C.C[Si](C)(C)N[Si](C)(C)C.[K].[F:35][C:36]1[CH:43]=[CH:42][C:39]([CH2:40]Br)=[CH:38][CH:37]=1. (4) Reactant: [F:1][C:2]1[CH:7]=[C:6]([F:8])[CH:5]=[CH:4][C:3]=1[C:9]1[CH:14]=[CH:13][C:12]([C@@H:15]([N:17]2[CH2:22][CH2:21][C@@:20]([C:26]3[CH:31]=[CH:30][C:29]([F:32])=[CH:28][CH:27]=3)([CH2:23][CH2:24]O)[O:19][C:18]2=[O:33])[CH3:16])=[CH:11][CH:10]=1.N1C=CC=CC=1.P(Br)(Br)[Br:41]. Product: [Br:41][CH2:24][CH2:23][C@@:20]1([C:26]2[CH:31]=[CH:30][C:29]([F:32])=[CH:28][CH:27]=2)[O:19][C:18](=[O:33])[N:17]([C@H:15]([C:12]2[CH:13]=[CH:14][C:9]([C:3]3[CH:4]=[CH:5][C:6]([F:8])=[CH:7][C:2]=3[F:1])=[CH:10][CH:11]=2)[CH3:16])[CH2:22][CH2:21]1. The catalyst class is: 2. (5) Reactant: C(O[C:6]([NH:8][C:9]1[CH:14]=[CH:13][CH:12]=[CH:11][C:10]=1[NH2:15])=[O:7])(C)(C)C.[O:16]1[CH2:21][CH2:20][N:19]([C:22]2[CH:30]=[CH:29][C:25](C(O)=O)=[CH:24][CH:23]=2)[CH2:18][CH2:17]1. Product: [NH2:15][C:10]1[CH:11]=[CH:12][CH:13]=[CH:14][C:9]=1[NH:8][C:6](=[O:7])[C:25]1[CH:24]=[CH:23][C:22]([N:19]2[CH2:18][CH2:17][O:16][CH2:21][CH2:20]2)=[CH:30][CH:29]=1. The catalyst class is: 3. (6) Reactant: [OH:1][C:2]1[CH:7]=[C:6]([OH:8])[N:5]=[C:4]([CH3:9])[N:3]=1.[N+:10]([O-])([OH:12])=[O:11]. Product: [CH3:9][C:4]1[N:5]=[C:6]([OH:8])[C:7]([N+:10]([O-:12])=[O:11])=[C:2]([OH:1])[N:3]=1. The catalyst class is: 55. (7) The catalyst class is: 12. Product: [ClH:39].[CH3:1][O:2][C:3]([C@H:5]1[NH:23][C:22](=[O:24])[C@H:21]([CH:25]([CH3:27])[CH3:26])[NH:20][C:19](=[O:28])[C@@H:18]([NH2:29])[CH2:17][C:16]2=[CH:37][CH:38]=[C:13]([CH:14]=[CH:15]2)[O:12][CH2:11][CH2:10][CH2:9][CH2:8][S:7][CH2:6]1)=[O:4]. Reactant: [CH3:1][O:2][C:3]([C@H:5]1[NH:23][C:22](=[O:24])[C@H:21]([CH:25]([CH3:27])[CH3:26])[NH:20][C:19](=[O:28])[C@@H:18]([NH:29]C(OC(C)(C)C)=O)[CH2:17][C:16]2=[CH:37][CH:38]=[C:13]([CH:14]=[CH:15]2)[O:12][CH2:11][CH2:10][CH2:9][CH2:8][S:7][CH2:6]1)=[O:4].[ClH:39]. (8) Reactant: CC1(C)C(C)(C)OB([C:9]2[CH:14]=[CH:13][CH:12]=[C:11]([N+:15]([O-:17])=[O:16])[CH:10]=2)O1.[Cl:19][C:20]1[CH:38]=[CH:37][C:23]([C:24]([NH:26][C:27]2[CH:32]=[CH:31][CH:30]=[C:29]([C:33]([F:36])([F:35])[F:34])[CH:28]=2)=[O:25])=[CH:22][C:21]=1I.C(=O)([O-])[O-].[K+].[K+].C1(C)C=CC=CC=1. Product: [Cl:19][C:20]1[C:21]([C:9]2[CH:14]=[CH:13][CH:12]=[C:11]([N+:15]([O-:17])=[O:16])[CH:10]=2)=[CH:22][C:23]([C:24]([NH:26][C:27]2[CH:32]=[CH:31][CH:30]=[C:29]([C:33]([F:34])([F:35])[F:36])[CH:28]=2)=[O:25])=[CH:37][CH:38]=1. The catalyst class is: 97.